From a dataset of Full USPTO retrosynthesis dataset with 1.9M reactions from patents (1976-2016). Predict the reactants needed to synthesize the given product. (1) Given the product [Cl:10][C:4]1[CH:3]=[C:2]([B:14]2[O:15][C:16]([CH3:18])([CH3:17])[C:12]([CH3:28])([CH3:11])[O:13]2)[CH:9]=[CH:8][C:5]=1[C:6]#[N:7], predict the reactants needed to synthesize it. The reactants are: Br[C:2]1[CH:9]=[CH:8][C:5]([C:6]#[N:7])=[C:4]([Cl:10])[CH:3]=1.[CH3:11][C:12]1([CH3:28])[C:16]([CH3:18])([CH3:17])[O:15][B:14]([B:14]2[O:15][C:16]([CH3:18])([CH3:17])[C:12]([CH3:28])([CH3:11])[O:13]2)[O:13]1.C([O-])(=O)C.[K+].C(Cl)Cl. (2) Given the product [CH:1]([C:4]1[C:8]([CH2:9][C:10]([O:26][CH2:24][CH3:25])=[O:22])=[CH:7][N:6]([C:12]2[CH:17]=[CH:16][C:15]([C:18]([F:21])([F:20])[F:19])=[CH:14][N:13]=2)[N:5]=1)([CH3:3])[CH3:2], predict the reactants needed to synthesize it. The reactants are: [CH:1]([C:4]1[C:8]([CH2:9][C:10]#N)=[CH:7][N:6]([C:12]2[CH:17]=[CH:16][C:15]([C:18]([F:21])([F:20])[F:19])=[CH:14][N:13]=2)[N:5]=1)([CH3:3])[CH3:2].[OH-:22].[Na+].[CH2:24]([OH:26])[CH3:25]. (3) Given the product [CH3:11][O:12][C:13]([CH:15]1[NH:20][CH2:19][CH:18]2[CH:16]1[C:17]2([CH3:22])[CH3:21])=[O:14], predict the reactants needed to synthesize it. The reactants are: CC1(C)[C@H]2[C@@H]1CN[C@@H]2C#N.[CH3:11][O:12][C:13]([C@H:15]1[NH:20][CH2:19][C@H:18]2[C@@H:16]1[C:17]2([CH3:22])[CH3:21])=[O:14]. (4) Given the product [I:1][C:2]1[CH:7]=[CH:6][C:5]([NH:8][C:9]2[CH:17]=[N:16][CH:15]=[CH:14][C:10]=2[C:11]([NH2:22])=[O:12])=[CH:4][CH:3]=1, predict the reactants needed to synthesize it. The reactants are: [I:1][C:2]1[CH:7]=[CH:6][C:5]([NH:8][C:9]2[CH:17]=[N:16][CH:15]=[CH:14][C:10]=2[C:11](O)=[O:12])=[CH:4][CH:3]=1.C([O-])(=O)C.[NH4+:22]. (5) Given the product [C:1]([C:5]1[CH:6]=[C:7]([NH:20][C:21]([NH:23][C@@H:24]2[C:33]3[C:28](=[CH:29][CH:30]=[CH:31][CH:32]=3)[C@H:27]([O:34][C:35]3[CH:36]=[CH:37][C:38]4[N:39]([C:41]([N:44]5[CH2:49][CH2:48][CH2:47][CH2:46][C@@H:45]5[CH3:50])=[N:42][N:43]=4)[CH:40]=3)[CH2:26][CH2:25]2)=[O:22])[N:8]([C:10]2[CH:15]=[C:14]([O:16][CH2:17][CH2:18][O:19][S:61]([CH3:60])(=[O:63])=[O:62])[N:13]=[N:12][CH:11]=2)[N:9]=1)([CH3:4])([CH3:2])[CH3:3], predict the reactants needed to synthesize it. The reactants are: [C:1]([C:5]1[CH:6]=[C:7]([NH:20][C:21]([NH:23][C@@H:24]2[C:33]3[C:28](=[CH:29][CH:30]=[CH:31][CH:32]=3)[C@H:27]([O:34][C:35]3[CH:36]=[CH:37][C:38]4[N:39]([C:41]([N:44]5[CH2:49][CH2:48][CH2:47][CH2:46][C@@H:45]5[CH3:50])=[N:42][N:43]=4)[CH:40]=3)[CH2:26][CH2:25]2)=[O:22])[N:8]([C:10]2[CH:15]=[C:14]([O:16][CH2:17][CH2:18][OH:19])[N:13]=[N:12][CH:11]=2)[N:9]=1)([CH3:4])([CH3:3])[CH3:2].CCN(C(C)C)C(C)C.[CH3:60][S:61](Cl)(=[O:63])=[O:62]. (6) Given the product [C:1]([O:5][C:6]([N:8]([CH2:31][C@H:32]([OH:39])[C:33]1[CH:38]=[CH:37][CH:36]=[CH:35][CH:34]=1)[C@H:9]([CH3:30])[CH2:10][C:11]1[CH:16]=[CH:15][C:14]([S:17]([C:20]2[CH:21]=[CH:22][C:23]([OH:29])=[C:24]([CH:28]=2)[C:25]([OH:27])=[O:26])(=[O:18])=[O:19])=[CH:13][CH:12]=1)=[O:7])([CH3:2])([CH3:3])[CH3:4], predict the reactants needed to synthesize it. The reactants are: [C:1]([O:5][C:6]([N:8]([CH2:31][C@H:32]([OH:39])[C:33]1[CH:38]=[CH:37][CH:36]=[CH:35][CH:34]=1)[C@H:9]([CH3:30])[CH2:10][C:11]1[CH:16]=[CH:15][C:14]([S:17]([C:20]2[CH:21]=[CH:22][C:23]([OH:29])=[C:24]([CH:28]=2)[C:25]([O-:27])=[O:26])(=[O:19])=[O:18])=[CH:13][CH:12]=1)=[O:7])([CH3:4])([CH3:3])[CH3:2].[OH-].[Na+].Cl. (7) Given the product [C:17]([NH:14][C:11]1[CH:12]=[CH:13][C:5]([Br:4])=[C:6]([CH:10]=1)[C:7]([OH:9])=[O:8])(=[O:19])[CH3:18], predict the reactants needed to synthesize it. The reactants are: [Sn](Cl)Cl.[Br:4][C:5]1[CH:13]=[CH:12][C:11]([N+:14]([O-])=O)=[CH:10][C:6]=1[C:7]([OH:9])=[O:8].[CH2:17]([OH:19])[CH3:18]. (8) Given the product [CH:1]12[CH2:7][CH:4]([CH:5]=[CH:6]1)[CH2:3][CH:2]2[NH:8][C:9](=[S:10])[NH:11][N:12]=[CH:18][C:17]1[CH:20]=[CH:21][CH:22]=[C:15]([C:14]([F:13])([F:23])[F:24])[CH:16]=1, predict the reactants needed to synthesize it. The reactants are: [CH:1]12[CH2:7][CH:4]([CH:5]=[CH:6]1)[CH2:3][CH:2]2[NH:8][C:9]([NH:11][NH2:12])=[S:10].[F:13][C:14]([F:24])([F:23])[C:15]1[CH:16]=[C:17]([CH:20]=[CH:21][CH:22]=1)[CH:18]=O. (9) Given the product [CH:1]1([CH2:7][C:8]2[N:9]=[C:10]([C:13]3[O:17][C:16]([CH2:18][C:19]([CH3:24])([CH3:23])[C:20]([OH:22])=[O:21])=[N:15][N:14]=3)[S:11][C:12]=2[C:26]2[CH:35]=[CH:34][C:33]([S:36](=[O:37])(=[O:38])[NH:39][C@@H:40]([CH3:45])[C:41]([F:42])([F:43])[F:44])=[C:32]3[C:27]=2[CH:28]=[CH:29][N:30]=[CH:31]3)[CH2:2][CH2:3][CH2:4][CH2:5][CH2:6]1, predict the reactants needed to synthesize it. The reactants are: [CH:1]1([CH2:7][C:8]2[N:9]=[C:10]([C:13]3[O:17][C:16]([CH2:18][C:19]([CH3:24])([CH3:23])[C:20]([OH:22])=[O:21])=[N:15][N:14]=3)[S:11][CH:12]=2)[CH2:6][CH2:5][CH2:4][CH2:3][CH2:2]1.Br[C:26]1[CH:35]=[CH:34][C:33]([S:36]([NH:39][C@@H:40]([CH3:45])[C:41]([F:44])([F:43])[F:42])(=[O:38])=[O:37])=[C:32]2[C:27]=1[CH:28]=[CH:29][N:30]=[CH:31]2.